Dataset: Reaction yield outcomes from USPTO patents with 853,638 reactions. Task: Predict the reaction yield, written as a fraction of the theoretical maximum amount of product (1.0 means a 100% yield; for example, 0.34 means a 34% yield). (1) The reactants are [CH3:1][O:2][C:3]([C:5]1[CH:14]=[C:13](O)[C:12]2[C:7](=[C:8]([O:17][CH2:18][C:19]3[CH:24]=[CH:23][CH:22]=[CH:21][CH:20]=3)[CH:9]=[C:10](Br)[CH:11]=2)[N:6]=1)=[O:4].COC(C1[CH:38]=[C:37](OS(C(F)(F)F)(=O)=O)[C:36]2[C:31](=[C:32](OCC3C=CC=CC=3)[CH:33]=[CH:34][CH:35]=2)N=1)=O. No catalyst specified. The product is [CH3:1][O:2][C:3]([C:5]1[CH:14]=[C:13]([C:38]#[C:37][C:36]2[CH:31]=[CH:32][CH:33]=[CH:34][CH:35]=2)[C:12]2[C:7](=[C:8]([O:17][CH2:18][C:19]3[CH:24]=[CH:23][CH:22]=[CH:21][CH:20]=3)[CH:9]=[CH:10][CH:11]=2)[N:6]=1)=[O:4]. The yield is 0.520. (2) The reactants are [Br:1][C:2]1[CH:3]=[C:4]2[C:8](=[CH:9][CH:10]=1)[NH:7][C:6](=[O:11])[CH2:5]2.[N:12]1[CH:17]=[CH:16][C:15]([CH2:18][NH:19][C:20]([C:22]2[C:26]([CH3:27])=[C:25]([CH:28]=O)[NH:24][C:23]=2[CH3:30])=[O:21])=[CH:14][CH:13]=1. No catalyst specified. The product is [N:12]1[CH:13]=[CH:14][C:15]([CH2:18][NH:19][C:20]([C:22]2[C:26]([CH3:27])=[C:25]([CH:28]=[C:5]3[C:4]4[C:8](=[CH:9][CH:10]=[C:2]([Br:1])[CH:3]=4)[NH:7][C:6]3=[O:11])[NH:24][C:23]=2[CH3:30])=[O:21])=[CH:16][CH:17]=1. The yield is 0.0400. (3) The reactants are [C:1](Cl)(=O)[C:2]([Cl:4])=[O:3].C1(C)C=CC=CC=1.[CH2:14]([O:25][C:26]1[CH:34]=[CH:33]C(C(O)=O)=[CH:28][CH:27]=1)[CH2:15][CH2:16]/[CH:17]=[CH:18]\[CH2:19][CH2:20][CH2:21][CH2:22][CH2:23][CH3:24]. The catalyst is CN(C=O)C.C(Cl)Cl. The product is [CH2:14]([O:25][C:26]1[CH:27]=[CH:28][C:1]([C:2]([Cl:4])=[O:3])=[CH:33][CH:34]=1)[CH2:15][CH2:16]/[CH:17]=[CH:18]\[CH2:19][CH2:20][CH2:21][CH2:22][CH2:23][CH3:24]. The yield is 0.990. (4) The reactants are [CH2:1]([C:4]1[S:28][C:7]2[N:8]=[C:9]([C:25](O)=[O:26])[N:10]=[C:11]([N:12]3[CH2:17][CH2:16][N:15]4[C:18]([C:21]([F:24])([F:23])[F:22])=[N:19][N:20]=[C:14]4[CH2:13]3)[C:6]=2[CH:5]=1)[CH2:2][CH3:3].[CH2:29]([NH2:36])[C:30]1[CH:35]=[CH:34][CH:33]=[CH:32][CH:31]=1.CN(C(ON1N=NC2C=CC=NC1=2)=[N+](C)C)C.F[P-](F)(F)(F)(F)F.C(N(CC)CC)C. The catalyst is CN(C)C=O. The product is [CH2:29]([NH:36][C:25]([C:9]1[N:10]=[C:11]([N:12]2[CH2:17][CH2:16][N:15]3[C:18]([C:21]([F:24])([F:23])[F:22])=[N:19][N:20]=[C:14]3[CH2:13]2)[C:6]2[CH:5]=[C:4]([CH2:1][CH2:2][CH3:3])[S:28][C:7]=2[N:8]=1)=[O:26])[C:30]1[CH:35]=[CH:34][CH:33]=[CH:32][CH:31]=1. The yield is 0.750. (5) The reactants are [C:1]1([CH3:11])[CH:6]=[CH:5][C:4]([S:7]([NH2:10])(=[O:9])=[O:8])=[CH:3][CH:2]=1.[H-].[Na+].Br[CH2:15][C:16]1[C:21]([CH2:22]Br)=[C:20]([F:24])[CH:19]=[CH:18][C:17]=1[F:25]. The catalyst is CN(C)C=O. The product is [F:24][C:20]1[CH:19]=[CH:18][C:17]([F:25])=[C:16]2[C:21]=1[CH2:22][N:10]([S:7]([C:4]1[CH:3]=[CH:2][C:1]([CH3:11])=[CH:6][CH:5]=1)(=[O:8])=[O:9])[CH2:15]2. The yield is 0.560. (6) The reactants are [F:1][C:2]1[CH:7]=[CH:6][CH:5]=[CH:4][C:3]=1[S:8]([N:11]1[CH2:16][CH2:15][CH:14]([CH2:17][N:18]2[C:26]3[C:21](=[CH:22][C:23]([C:27]4[CH:28]=[N:29][N:30](C5CCCCO5)[CH:31]=4)=[CH:24][CH:25]=3)[CH:20]=[CH:19]2)[CH2:13][CH2:12]1)(=[O:10])=[O:9].O.C1(C)C=CC(S(O)(=O)=O)=CC=1. The catalyst is CO.ClCCl. The product is [F:1][C:2]1[CH:7]=[CH:6][CH:5]=[CH:4][C:3]=1[S:8]([N:11]1[CH2:16][CH2:15][CH:14]([CH2:17][N:18]2[C:26]3[C:21](=[CH:22][C:23]([C:27]4[CH:31]=[N:30][NH:29][CH:28]=4)=[CH:24][CH:25]=3)[CH:20]=[CH:19]2)[CH2:13][CH2:12]1)(=[O:9])=[O:10]. The yield is 0.760. (7) The reactants are Br.Br[CH2:3][C:4]1[N:5]=[C:6]2[C:11](=[N:12][CH:13]=1)[N:10]=[C:9]([NH2:14])[N:8]=[C:7]2[NH2:15].Cl.[C:17]([O:21][C:22](=[O:37])[CH:23]([NH2:36])[CH2:24][C:25]1[CH:30]=[CH:29][C:28]([O:31][C:32]([CH3:35])([CH3:34])[CH3:33])=[CH:27][CH:26]=1)([CH3:20])([CH3:19])[CH3:18].C(N(C(C)C)C(C)C)C.C(=O)(O)[O-]. The catalyst is CN(C)C(=O)C. The product is [C:17]([O:21][C:22](=[O:37])[CH:23]([NH:36][CH2:3][C:4]1[N:5]=[C:6]2[C:11](=[N:12][CH:13]=1)[N:10]=[C:9]([NH2:14])[N:8]=[C:7]2[NH2:15])[CH2:24][C:25]1[CH:26]=[CH:27][C:28]([O:31][C:32]([CH3:35])([CH3:34])[CH3:33])=[CH:29][CH:30]=1)([CH3:18])([CH3:20])[CH3:19]. The yield is 0.410.